From a dataset of M1 muscarinic receptor antagonist screen with 61,756 compounds. Binary Classification. Given a drug SMILES string, predict its activity (active/inactive) in a high-throughput screening assay against a specified biological target. (1) The compound is S(=O)(=O)(N(CCCC)C(=O)NC(=O)Nc1c(ccc(c1)C)C)C. The result is 0 (inactive). (2) The compound is O1c2c(N(CC(=O)n3nc(cc3C)C)C(=O)C1)cccc2. The result is 0 (inactive). (3) The molecule is S(CC(=O)NC(C)(C)C)c1n(c2c(OC)cccc2)c(nn1)c1occc1. The result is 0 (inactive). (4) The drug is O=C1N(CCCCCC(=O)Nc2c(cc(OC)c(OC)c2)C(OC)=O)C(=O)CC1. The result is 0 (inactive).